Dataset: Forward reaction prediction with 1.9M reactions from USPTO patents (1976-2016). Task: Predict the product of the given reaction. (1) Given the reactants [O:1]=[C:2]1[N:6]([CH2:7][CH2:8][NH:9]C(=O)OC(C)(C)C)[C:5]2[CH:17]=[CH:18][CH:19]=[CH:20][C:4]=2[NH:3]1.Cl, predict the reaction product. The product is: [NH2:9][CH2:8][CH2:7][N:6]1[C:5]2[CH:17]=[CH:18][CH:19]=[CH:20][C:4]=2[NH:3][C:2]1=[O:1]. (2) Given the reactants [C:1]([O:5][C:6](=[O:14])[NH:7][C:8]1[S:9][C:10]([Br:13])=[CH:11][N:12]=1)([CH3:4])([CH3:3])[CH3:2].Cl[CH2:16][C:17]1[CH:22]=[CH:21][C:20]([O:23][CH3:24])=[CH:19][CH:18]=1, predict the reaction product. The product is: [C:1]([O:5][C:6](=[O:14])[N:7]([C:8]1[S:9][C:10]([Br:13])=[CH:11][N:12]=1)[CH2:16][C:17]1[CH:22]=[CH:21][C:20]([O:23][CH3:24])=[CH:19][CH:18]=1)([CH3:4])([CH3:2])[CH3:3]. (3) Given the reactants Cl[C:2]1[N:7]=[C:6]([N:8]([CH3:22])[CH:9]2[CH2:13][CH2:12][N:11]([C:14]3[CH:21]=[CH:20][C:17]([C:18]#[N:19])=[CH:16][N:15]=3)[CH2:10]2)[C:5]([Cl:23])=[CH:4][N:3]=1.CCN(C(C)C)C(C)C.Cl.[CH3:34][N:35]1[CH:39]=[C:38]([NH2:40])[CH:37]=[N:36]1, predict the reaction product. The product is: [Cl:23][C:5]1[C:6]([N:8]([CH3:22])[CH:9]2[CH2:13][CH2:12][N:11]([C:14]3[CH:21]=[CH:20][C:17]([C:18]#[N:19])=[CH:16][N:15]=3)[CH2:10]2)=[N:7][C:2]([NH:40][C:38]2[CH:37]=[N:36][N:35]([CH3:34])[CH:39]=2)=[N:3][CH:4]=1.